Dataset: Catalyst prediction with 721,799 reactions and 888 catalyst types from USPTO. Task: Predict which catalyst facilitates the given reaction. Reactant: [F:1][C:2]1[CH:7]=[CH:6][CH:5]=[C:4]([F:8])[C:3]=1[NH:9][C:10](=[O:27])[NH:11][C:12]1[CH:17]=[CH:16][C:15]([C:18]2[CH:22]=[C:21]([C:23](O)=[O:24])[O:20][N:19]=2)=[CH:14][C:13]=1[CH3:26].ON1C2C=CC=CC=2N=N1.Cl.[CH3:39][O:40][C:41](=[O:47])[C@H:42]([CH:44]([CH3:46])[CH3:45])[NH2:43].C(N(CC)CC)C. Product: [F:1][C:2]1[CH:7]=[CH:6][CH:5]=[C:4]([F:8])[C:3]=1[NH:9][C:10](=[O:27])[NH:11][C:12]1[CH:17]=[CH:16][C:15]([C:18]2[CH:22]=[C:21]([C:23]([NH:43][CH:42]([CH:44]([CH3:46])[CH3:45])[C:41]([O:40][CH3:39])=[O:47])=[O:24])[O:20][N:19]=2)=[CH:14][C:13]=1[CH3:26]. The catalyst class is: 3.